From a dataset of NCI-60 drug combinations with 297,098 pairs across 59 cell lines. Regression. Given two drug SMILES strings and cell line genomic features, predict the synergy score measuring deviation from expected non-interaction effect. (1) Drug 1: C1=CC(=C(C=C1I)F)NC2=C(C=CC(=C2F)F)C(=O)NOCC(CO)O. Drug 2: CC1(CCCN1)C2=NC3=C(C=CC=C3N2)C(=O)N. Cell line: UACC62. Synergy scores: CSS=46.8, Synergy_ZIP=3.92, Synergy_Bliss=1.73, Synergy_Loewe=-20.9, Synergy_HSA=0.0280. (2) Drug 1: CC1=CC2C(CCC3(C2CCC3(C(=O)C)OC(=O)C)C)C4(C1=CC(=O)CC4)C. Drug 2: CN1C(=O)N2C=NC(=C2N=N1)C(=O)N. Cell line: OVCAR-5. Synergy scores: CSS=-2.74, Synergy_ZIP=3.67, Synergy_Bliss=4.92, Synergy_Loewe=-0.0469, Synergy_HSA=0.127.